From a dataset of Catalyst prediction with 721,799 reactions and 888 catalyst types from USPTO. Predict which catalyst facilitates the given reaction. (1) Reactant: [C:1]([C:6]1[CH:25]=[CH:24][C:9]([O:10][CH2:11][CH2:12][CH2:13][CH2:14][O:15][C:16]2[CH:23]=[CH:22][C:19]([C:20]#[N:21])=[CH:18][CH:17]=2)=[C:8]([CH3:26])[C:7]=1[OH:27])(=[O:5])[CH2:2][CH2:3][CH3:4].C[Si]([N:32]=[N+:33]=[N-:34])(C)C.C([Sn](=O)CCCC)CCC. Product: [OH:27][C:7]1[C:8]([CH3:26])=[C:9]([O:10][CH2:11][CH2:12][CH2:13][CH2:14][O:15][C:16]2[CH:17]=[CH:18][C:19]([C:20]3[N:32]=[N:33][NH:34][N:21]=3)=[CH:22][CH:23]=2)[CH:24]=[CH:25][C:6]=1[C:1](=[O:5])[CH2:2][CH2:3][CH3:4]. The catalyst class is: 11. (2) Reactant: [Cl:1][C:2]1[CH:7]=[CH:6][C:5]([OH:8])=[CH:4][C:3]=1[CH2:9][N:10]1[CH:14]=[CH:13][C:12]([NH:15][C:16](=[O:25])[C:17]2[C:22]([F:23])=[CH:21][CH:20]=[CH:19][C:18]=2[F:24])=[N:11]1.CC(C)([O-])C.[K+].Br[CH2:33][CH2:34][CH2:35][CH3:36]. Product: [CH2:33]([O:8][C:5]1[CH:6]=[CH:7][C:2]([Cl:1])=[C:3]([CH2:9][N:10]2[CH:14]=[CH:13][C:12]([NH:15][C:16](=[O:25])[C:17]3[C:18]([F:24])=[CH:19][CH:20]=[CH:21][C:22]=3[F:23])=[N:11]2)[CH:4]=1)[CH2:34][CH2:35][CH3:36]. The catalyst class is: 16. (3) Reactant: [CH2:1]([N:3]1[CH:7]=[C:6]([C:8]2[CH:9]=[C:10]([CH:12]=[CH:13][CH:14]=2)[NH2:11])[C:5]([C:15]2[CH:20]=[CH:19][N:18]=[CH:17][CH:16]=2)=[N:4]1)[CH3:2].[N:21]([C:24]1[CH:29]=[CH:28][C:27]([C:30]([F:33])([F:32])[F:31])=[CH:26][CH:25]=1)=[C:22]=[O:23]. Product: [CH2:1]([N:3]1[CH:7]=[C:6]([C:8]2[CH:9]=[C:10]([NH:11][C:22]([NH:21][C:24]3[CH:25]=[CH:26][C:27]([C:30]([F:31])([F:32])[F:33])=[CH:28][CH:29]=3)=[O:23])[CH:12]=[CH:13][CH:14]=2)[C:5]([C:15]2[CH:16]=[CH:17][N:18]=[CH:19][CH:20]=2)=[N:4]1)[CH3:2]. The catalyst class is: 2. (4) Reactant: [Br:1][C:2]1[CH:3]=[C:4]([C@H:8]([F:21])[CH2:9]OS(C2C=CC(C)=CC=2)(=O)=O)[CH:5]=[CH:6][CH:7]=1.[CH2:22]([Mg]Br)[CH:23]=[CH2:24]. Product: [Br:1][C:2]1[CH:7]=[CH:6][CH:5]=[C:4]([C@@H:8]([F:21])[CH2:9][CH2:24][CH:23]=[CH2:22])[CH:3]=1. The catalyst class is: 1. (5) Reactant: [CH2:1]([C:4]1[C:12]([N:13]([CH2:20][CH3:21])[CH:14]2[CH2:19][CH2:18][O:17][CH2:16][CH2:15]2)=[CH:11][C:10]([Cl:22])=[CH:9][C:5]=1[C:6]([OH:8])=O)[CH:2]=[CH2:3].[CH2:23]([C:27]1[CH:32]=[C:31]([CH3:33])[N:30]=[C:29]([O:34][CH3:35])[C:28]=1[CH2:36][NH2:37])[CH2:24][CH:25]=[CH2:26].C(Cl)CCl.C1C=NC2N(O)N=NC=2C=1.CN1CCOCC1. Product: [CH2:1]([C:4]1[C:12]([N:13]([CH2:20][CH3:21])[CH:14]2[CH2:19][CH2:18][O:17][CH2:16][CH2:15]2)=[CH:11][C:10]([Cl:22])=[CH:9][C:5]=1[C:6]([NH:37][CH2:36][C:28]1[C:29]([O:34][CH3:35])=[N:30][C:31]([CH3:33])=[CH:32][C:27]=1[CH2:23][CH2:24][CH:25]=[CH2:26])=[O:8])[CH:2]=[CH2:3]. The catalyst class is: 2. (6) Reactant: [NH2:1][C:2]1[CH:7]=[C:6]([F:8])[C:5]([F:9])=[CH:4][C:3]=1[NH2:10].[NH:11]([C:17]([O:19][C:20]([CH3:23])([CH3:22])[CH3:21])=[O:18])[C@H:12]([C:14](O)=[O:15])[CH3:13].Cl.CN(C)CCCN=C=NCC.C(N(CC)CC)C. Product: [NH2:1][C:2]1[CH:7]=[C:6]([F:8])[C:5]([F:9])=[CH:4][C:3]=1[NH:10][C:14](=[O:15])[C@@H:12]([NH:11][C:17](=[O:18])[O:19][C:20]([CH3:22])([CH3:21])[CH3:23])[CH3:13]. The catalyst class is: 2. (7) Reactant: [C:1]1(=O)[CH:5]2[CH2:6][C:7]3[CH:8]=[CH:9][CH:10]=[CH:11][C:12]=3[CH:4]2[CH2:3][NH:2]1.[H-].[H-].[H-].[H-].[Li+].[Al+3]. Product: [CH2:1]1[NH:2][CH2:3][CH:4]2[C:12]3[CH:11]=[CH:10][CH:9]=[CH:8][C:7]=3[CH2:6][CH:5]12. The catalyst class is: 1. (8) Reactant: [N+:1]([C:4]1[CH:11]=[CH:10][C:7]([CH:8]=[O:9])=[CH:6][CH:5]=1)([O-:3])=[O:2].C[Si](C)(C)[C:14]([F:17])([F:16])[F:15].[F-].C([N+](CCCC)(CCCC)CCCC)CCC. Product: [F:15][C:14]([F:17])([F:16])[CH:8]([C:7]1[CH:6]=[CH:5][C:4]([N+:1]([O-:3])=[O:2])=[CH:11][CH:10]=1)[OH:9]. The catalyst class is: 7. (9) Reactant: [Cl:1][C:2]1[N:7]=[C:6](Cl)[C:5]([Cl:9])=[CH:4][N:3]=1.[CH3:10][NH:11][CH:12]1[CH2:17][CH2:16][N:15]([C:18]2[CH:25]=[CH:24][C:21]([C:22]#[N:23])=[CH:20][N:19]=2)[CH2:14][CH2:13]1.C(N(CC)CC)C. Product: [Cl:1][C:2]1[N:7]=[C:6]([N:11]([CH3:10])[CH:12]2[CH2:17][CH2:16][N:15]([C:18]3[CH:25]=[CH:24][C:21]([C:22]#[N:23])=[CH:20][N:19]=3)[CH2:14][CH2:13]2)[C:5]([Cl:9])=[CH:4][N:3]=1. The catalyst class is: 32.